Dataset: Reaction yield outcomes from USPTO patents with 853,638 reactions. Task: Predict the reaction yield, written as a fraction of the theoretical maximum amount of product (1.0 means a 100% yield; for example, 0.34 means a 34% yield). The reactants are [Br:1][C:2]1[CH:3]=[CH:4][C:5]([OH:8])=[N:6][CH:7]=1.C1C=CN=C(C2C=[CH:17][CH:18]=[CH:19]N=2)C=1.C1(B(O)O)CC1.C([O-])([O-])=O.[Na+].[Na+]. The catalyst is ClC(Cl)C.CC([O-])=O.CC([O-])=O.[Cu+2]. The product is [Br:1][C:2]1[CH:3]=[CH:4][C:5](=[O:8])[N:6]([CH:17]2[CH2:18][CH2:19]2)[CH:7]=1. The yield is 0.580.